Regression. Given two drug SMILES strings and cell line genomic features, predict the synergy score measuring deviation from expected non-interaction effect. From a dataset of NCI-60 drug combinations with 297,098 pairs across 59 cell lines. (1) Drug 1: C1=CC(=C2C(=C1NCCNCCO)C(=O)C3=C(C=CC(=C3C2=O)O)O)NCCNCCO. Drug 2: CS(=O)(=O)OCCCCOS(=O)(=O)C. Cell line: HS 578T. Synergy scores: CSS=40.2, Synergy_ZIP=0.866, Synergy_Bliss=2.26, Synergy_Loewe=-11.7, Synergy_HSA=1.34. (2) Drug 1: C1C(C(OC1N2C=NC3=C(N=C(N=C32)Cl)N)CO)O. Drug 2: B(C(CC(C)C)NC(=O)C(CC1=CC=CC=C1)NC(=O)C2=NC=CN=C2)(O)O. Cell line: BT-549. Synergy scores: CSS=43.0, Synergy_ZIP=-5.13, Synergy_Bliss=-8.01, Synergy_Loewe=-8.93, Synergy_HSA=-4.69. (3) Drug 2: CN(C(=O)NC(C=O)C(C(C(CO)O)O)O)N=O. Drug 1: CC1=CC2C(CCC3(C2CCC3(C(=O)C)OC(=O)C)C)C4(C1=CC(=O)CC4)C. Synergy scores: CSS=-4.55, Synergy_ZIP=2.22, Synergy_Bliss=-1.43, Synergy_Loewe=-6.65, Synergy_HSA=-6.78. Cell line: SNB-75. (4) Drug 1: C1CN(P(=O)(OC1)NCCCl)CCCl. Drug 2: CC1C(C(CC(O1)OC2CC(CC3=C2C(=C4C(=C3O)C(=O)C5=CC=CC=C5C4=O)O)(C(=O)C)O)N)O. Cell line: MDA-MB-435. Synergy scores: CSS=42.4, Synergy_ZIP=-3.26, Synergy_Bliss=-5.26, Synergy_Loewe=-37.6, Synergy_HSA=-2.77. (5) Drug 1: CC1=CC=C(C=C1)C2=CC(=NN2C3=CC=C(C=C3)S(=O)(=O)N)C(F)(F)F. Drug 2: CC1=C(C(=CC=C1)Cl)NC(=O)C2=CN=C(S2)NC3=CC(=NC(=N3)C)N4CCN(CC4)CCO. Cell line: A549. Synergy scores: CSS=19.8, Synergy_ZIP=4.14, Synergy_Bliss=7.15, Synergy_Loewe=-34.4, Synergy_HSA=3.14. (6) Drug 1: C1=CC(=CC=C1C#N)C(C2=CC=C(C=C2)C#N)N3C=NC=N3. Drug 2: CC=C1C(=O)NC(C(=O)OC2CC(=O)NC(C(=O)NC(CSSCCC=C2)C(=O)N1)C(C)C)C(C)C. Cell line: RXF 393. Synergy scores: CSS=28.3, Synergy_ZIP=-6.45, Synergy_Bliss=1.89, Synergy_Loewe=-64.5, Synergy_HSA=-3.56. (7) Synergy scores: CSS=21.9, Synergy_ZIP=-6.48, Synergy_Bliss=-0.504, Synergy_Loewe=-1.51, Synergy_HSA=-1.38. Drug 2: CC(C)CN1C=NC2=C1C3=CC=CC=C3N=C2N. Cell line: MALME-3M. Drug 1: C1C(C(OC1N2C=NC3=C(N=C(N=C32)Cl)N)CO)O.